This data is from Reaction yield outcomes from USPTO patents with 853,638 reactions. The task is: Predict the reaction yield, written as a fraction of the theoretical maximum amount of product (1.0 means a 100% yield; for example, 0.34 means a 34% yield). (1) The reactants are [C:1](=[O:4])(O)[O-].[Na+].O.[Br:7][C:8]1[CH:13]=[CH:12][C:11]([C@@H:14]([NH2:16])[CH3:15])=[CH:10][CH:9]=1.ClC(Cl)(OC(=O)OC(Cl)(Cl)Cl)Cl. The catalyst is ClCCl. The product is [Br:7][C:8]1[CH:13]=[CH:12][C:11]([C@@H:14]([N:16]=[C:1]=[O:4])[CH3:15])=[CH:10][CH:9]=1. The yield is 0.794. (2) The reactants are [H-].[Na+].[CH3:3][O:4][C:5]([C:7]1[NH:8][C:9]([C:13]2[CH:18]=[CH:17][C:16]([Cl:19])=[CH:15][CH:14]=2)=[C:10]([CH3:12])[CH:11]=1)=[O:6].[CH3:20]I. The catalyst is CN(C=O)C. The product is [CH3:3][O:4][C:5]([C:7]1[N:8]([CH3:20])[C:9]([C:13]2[CH:14]=[CH:15][C:16]([Cl:19])=[CH:17][CH:18]=2)=[C:10]([CH3:12])[CH:11]=1)=[O:6]. The yield is 0.819. (3) The reactants are [CH:1]1([CH2:4][O:5][NH:6][C:7]([C:9]2[C:17]([NH:18][C:19]3[CH:24]=[CH:23][C:22](I)=[CH:21][C:20]=3[CH3:26])=[C:16]([F:27])[C:12]3[N:13]=[CH:14][NH:15][C:11]=3[CH:10]=2)=[O:8])[CH2:3][CH2:2]1.[C:28]([Si:30]([CH3:33])([CH3:32])[CH3:31])#[CH:29]. The catalyst is C(#N)C.C(N(CC)CC)C.Cl[Pd](Cl)([P](C1C=CC=CC=1)(C1C=CC=CC=1)C1C=CC=CC=1)[P](C1C=CC=CC=1)(C1C=CC=CC=1)C1C=CC=CC=1.[Cu]I. The product is [CH:1]1([CH2:4][O:5][NH:6][C:7]([C:9]2[C:17]([NH:18][C:19]3[CH:24]=[CH:23][C:22]([C:29]#[C:28][Si:30]([CH3:33])([CH3:32])[CH3:31])=[CH:21][C:20]=3[CH3:26])=[C:16]([F:27])[C:12]3[N:13]=[CH:14][NH:15][C:11]=3[CH:10]=2)=[O:8])[CH2:3][CH2:2]1. The yield is 0.870. (4) The reactants are [NH2:1][C:2]1[N:6]([C:7]2[CH:12]=[CH:11][CH:10]=[CH:9][CH:8]=2)[N:5]=[C:4]([O:13][CH2:14][C:15]2([F:27])[CH2:19][CH2:18][N:17]([C:20]([O:22][C:23]([CH3:26])([CH3:25])[CH3:24])=[O:21])[CH2:16]2)[C:3]=1[CH3:28].C1(C2C=CC([CH2:38][O:39]C)=CC=2CN)CC1.[CH3:43][O:44][CH2:45][C:46]1[CH:47]=[CH:48][C:49]([O:54][C:55]([F:58])([F:57])[F:56])=[C:50]([CH2:52][NH2:53])[CH:51]=1. No catalyst specified. The product is [F:27][C:15]1([CH2:14][O:13][C:4]2[C:3]([CH3:28])=[C:2]([NH:1][C:38]([NH:53][CH2:52][C:50]3[CH:51]=[C:46]([CH2:45][O:44][CH3:43])[CH:47]=[CH:48][C:49]=3[O:54][C:55]([F:56])([F:57])[F:58])=[O:39])[N:6]([C:7]3[CH:12]=[CH:11][CH:10]=[CH:9][CH:8]=3)[N:5]=2)[CH2:19][CH2:18][N:17]([C:20]([O:22][C:23]([CH3:24])([CH3:25])[CH3:26])=[O:21])[CH2:16]1. The yield is 0.480. (5) The reactants are [Cl:1][C:2]1[CH:11]=[CH:10][C:9]2[C:4](=[C:5]([NH:12][S:13]([C:16]3[CH:21]=[CH:20][CH:19]=[CH:18][C:17]=3[N+:22]([O-])=O)(=[O:15])=[O:14])[CH:6]=[CH:7][CH:8]=2)[N:3]=1.Cl[Sn]Cl. The catalyst is Cl.CCO. The product is [NH2:22][C:17]1[CH:18]=[CH:19][CH:20]=[CH:21][C:16]=1[S:13]([NH:12][C:5]1[CH:6]=[CH:7][CH:8]=[C:9]2[C:4]=1[N:3]=[C:2]([Cl:1])[CH:11]=[CH:10]2)(=[O:15])=[O:14]. The yield is 0.800. (6) The reactants are [I:1][C:2]1[CH:10]=[CH:9][C:5]([C:6]([OH:8])=O)=[CH:4][CH:3]=1.CCN(C(C)C)C(C)C.CN(C(ON1N=NC2C=CC=NC1=2)=[N+](C)C)C.F[P-](F)(F)(F)(F)F.[N:44]1[C:53]2[C:48](=[CH:49][CH:50]=[CH:51][C:52]=2[NH2:54])[CH:47]=[CH:46][CH:45]=1. The catalyst is CN(C=O)C.C([O-])(O)=O.[Na+].O. The product is [I:1][C:2]1[CH:3]=[CH:4][C:5]([C:6]([NH:54][C:52]2[CH:51]=[CH:50][CH:49]=[C:48]3[C:53]=2[N:44]=[CH:45][CH:46]=[CH:47]3)=[O:8])=[CH:9][CH:10]=1. The yield is 0.644.